From a dataset of Forward reaction prediction with 1.9M reactions from USPTO patents (1976-2016). Predict the product of the given reaction. (1) Given the reactants [ClH:1].[CH2:2]([O:4][C:5]([CH2:7][N:8]1[CH2:13][CH2:12][CH:11]([CH2:14][C:15]#[N:16])[CH2:10][CH2:9]1)=[O:6])[CH3:3].Cl.[H][H], predict the reaction product. The product is: [ClH:1].[ClH:1].[CH2:2]([O:4][C:5]([CH2:7][N:8]1[CH2:9][CH2:10][CH:11]([CH2:14][CH2:15][NH2:16])[CH2:12][CH2:13]1)=[O:6])[CH3:3]. (2) The product is: [CH2:8]([O:15][C:16]([NH:18][C:19]([N:5]1[CH2:6][CH2:7][CH:3]([CH2:2][OH:1])[CH2:4]1)=[NH:22])=[O:17])[C:9]1[CH:14]=[CH:13][CH:12]=[CH:11][CH:10]=1. Given the reactants [OH:1][CH2:2][CH:3]1[CH2:7][CH2:6][NH:5][CH2:4]1.[CH2:8]([O:15][C:16]([NH:18][C:19](=[NH:22])OC)=[O:17])[C:9]1[CH:14]=[CH:13][CH:12]=[CH:11][CH:10]=1, predict the reaction product.